Dataset: Forward reaction prediction with 1.9M reactions from USPTO patents (1976-2016). Task: Predict the product of the given reaction. Given the reactants [Br:1][C:2]1[CH:11]=[CH:10][C:9]2[N:8]=[CH:7][C:6]3S[N:13]=[C:14]([C:15]4[CH:20]=[CH:19][C:18]([C:21]([CH3:25])([CH3:24])[C:22]#[N:23])=[CH:17][CH:16]=4)[C:5]=3[C:4]=2[CH:3]=1.[N:26]1C=CC=C(B(O)O)C=1.C([O-])([O-])=O.[Na+].[Na+], predict the reaction product. The product is: [Br:1][C:2]1[CH:11]=[CH:10][C:9]2[N:8]=[CH:7][C:6]3[NH:26][N:13]=[C:14]([C:15]4[CH:20]=[CH:19][C:18]([C:21]([CH3:25])([CH3:24])[C:22]#[N:23])=[CH:17][CH:16]=4)[C:5]=3[C:4]=2[CH:3]=1.